Dataset: Reaction yield outcomes from USPTO patents with 853,638 reactions. Task: Predict the reaction yield, written as a fraction of the theoretical maximum amount of product (1.0 means a 100% yield; for example, 0.34 means a 34% yield). (1) The reactants are [N+:1]([C:4]1[CH:9]=[CH:8][C:7](/[CH:10]=[CH:11]/[CH2:12][CH2:13][CH2:14][CH2:15][CH2:16][CH3:17])=[CH:6][CH:5]=1)([O-])=O. The catalyst is [Pd].CO. The product is [CH2:10]([C:7]1[CH:6]=[CH:5][C:4]([NH2:1])=[CH:9][CH:8]=1)[CH2:11][CH2:12][CH2:13][CH2:14][CH2:15][CH2:16][CH3:17]. The yield is 0.850. (2) The reactants are [CH3:1][C:2]1[C:3]([C:8]([O:10][CH3:11])=[O:9])=[CH:4][S:5][C:6]=1[CH3:7].[Br:12]N1C(=O)CCC1=O. The catalyst is CN(C=O)C. The product is [Br:12][C:4]1[S:5][C:6]([CH3:7])=[C:2]([CH3:1])[C:3]=1[C:8]([O:10][CH3:11])=[O:9]. The yield is 0.940. (3) The reactants are C[N:2]([CH:4]=[C:5]1[CH2:17][CH2:16][C:15]2[C:14]3[C:9](=[CH:10][CH:11]=[C:12]([N+:18]([O-:20])=[O:19])[CH:13]=3)[NH:8][C:7]=2[C:6]1=O)C.O.[NH2:23]N. The catalyst is CN(C)C=O.C(O)C. The product is [N+:18]([C:12]1[CH:13]=[C:14]2[C:9](=[CH:10][CH:11]=1)[NH:8][C:7]1[C:6]3=[N:23][NH:2][CH:4]=[C:5]3[CH2:17][CH2:16][C:15]2=1)([O-:20])=[O:19]. The yield is 0.840. (4) The reactants are [CH:1](O)=[O:2].N1C=CN=C1.C(N(CC)CC)C.C(Cl)(=O)C(Cl)=O.Cl.[CH2:23]([O:25][C:26](=[O:48])[C@@H:27]([O:45][CH2:46][CH3:47])[CH2:28][C:29]1[CH:34]=[CH:33][C:32]([O:35][CH2:36][CH2:37][C:38]2[CH:43]=[CH:42][C:41]([NH2:44])=[CH:40][CH:39]=2)=[CH:31][CH:30]=1)[CH3:24]. The catalyst is ClCCl.C(OCC)(=O)C.CCCCCCC.O. The product is [CH2:23]([O:25][C:26](=[O:48])[C@@H:27]([O:45][CH2:46][CH3:47])[CH2:28][C:29]1[CH:34]=[CH:33][C:32]([O:35][CH2:36][CH2:37][C:38]2[CH:39]=[CH:40][C:41]([NH:44][CH:1]=[O:2])=[CH:42][CH:43]=2)=[CH:31][CH:30]=1)[CH3:24]. The yield is 0.470. (5) The reactants are [CH3:1][CH2:2][O:3][C:4]([CH:6]1[CH2:10][CH2:9][CH:8]([CH2:11][N:12]([CH2:17][C:18]([O:20]C(C)(C)C)=[O:19])[C:13]([O:15][CH3:16])=[O:14])[N:7]1C(OC(C)(C)C)=O)=[O:5].Cl. The catalyst is O1CCOCC1. The product is [CH2:2]([O:3][C:4]([CH:6]1[CH2:10][CH2:9][CH:8]([CH2:11][N:12]([CH2:17][C:18]([OH:20])=[O:19])[C:13]([O:15][CH3:16])=[O:14])[NH:7]1)=[O:5])[CH3:1]. The yield is 1.00. (6) The reactants are [NH2:1][C:2]1[CH:7]=[CH:6][CH:5]=[CH:4][N:3]=1.[F:8][C:9]([F:16])([F:15])[C:10]([O:12]CC)=O.C(=O)([O-])[O-].[K+].[K+].[Cl:23][C:24]1[CH:29]=[CH:28][C:27]([CH2:30]Cl)=[CH:26][N:25]=1. The catalyst is CN(C)C=O.O.CO.C1(C)C=CC=CC=1. The product is [Cl:23][C:24]1[N:25]=[CH:26][C:27]([CH2:30][N:3]2[CH:4]=[CH:5][CH:6]=[CH:7][C:2]2=[N:1][C:10](=[O:12])[C:9]([F:8])([F:15])[F:16])=[CH:28][CH:29]=1. The yield is 0.727. (7) The reactants are Br[C:2]1[CH:3]=[C:4]([N:22]([CH2:29][CH3:30])[CH:23]2[CH2:28][CH2:27][O:26][CH2:25][CH2:24]2)[C:5]([CH3:21])=[C:6]([CH:20]=1)[C:7]([NH:9][CH2:10][C:11]1[C:12](=[O:19])[NH:13][C:14]([CH3:18])=[CH:15][C:16]=1[CH3:17])=[O:8].[OH:31][CH2:32][C:33]1[CH:38]=[CH:37][C:36](B(O)O)=[CH:35][CH:34]=1.C([O-])([O-])=O.[Na+].[Na+]. The catalyst is O1CCOCC1.O.C1C=CC([P]([Pd]([P](C2C=CC=CC=2)(C2C=CC=CC=2)C2C=CC=CC=2)([P](C2C=CC=CC=2)(C2C=CC=CC=2)C2C=CC=CC=2)[P](C2C=CC=CC=2)(C2C=CC=CC=2)C2C=CC=CC=2)(C2C=CC=CC=2)C2C=CC=CC=2)=CC=1. The product is [CH3:17][C:16]1[CH:15]=[C:14]([CH3:18])[NH:13][C:12](=[O:19])[C:11]=1[CH2:10][NH:9][C:7]([C:6]1[CH:20]=[C:2]([C:36]2[CH:37]=[CH:38][C:33]([CH2:32][OH:31])=[CH:34][CH:35]=2)[CH:3]=[C:4]([N:22]([CH2:29][CH3:30])[CH:23]2[CH2:28][CH2:27][O:26][CH2:25][CH2:24]2)[C:5]=1[CH3:21])=[O:8]. The yield is 0.620. (8) The reactants are Br[C:2]1[CH:7]=[CH:6][CH:5]=[C:4]([Br:8])[C:3]=1[Cl:9].C[Si](C)(C)[C:12]#[C:13][CH3:14].[F-].C([N+](CCCC)(CCCC)CCCC)CCC.C(NC(C)C)(C)C. The catalyst is [Cu](I)I.C1C=CC(P(C2C=CC=CC=2)[C-]2C=CC=C2)=CC=1.C1C=CC(P(C2C=CC=CC=2)[C-]2C=CC=C2)=CC=1.Cl[Pd]Cl.[Fe+2].C(Cl)Cl.CN(C=O)C. The product is [Br:8][C:4]1[CH:5]=[CH:6][CH:7]=[C:2]([C:12]#[C:13][CH3:14])[C:3]=1[Cl:9]. The yield is 0.220. (9) The reactants are [CH2:1]([NH:3][CH2:4][C:5]1[CH:10]=[CH:9][C:8]([C:11]([F:14])([F:13])[F:12])=[CH:7][CH:6]=1)[CH3:2].[CH2:15]([O:17][C@H:18]([C:31]([O:33][CH2:34][CH3:35])=[O:32])[CH2:19][C:20]1[CH:30]=[CH:29][C:23]([O:24][CH2:25][C:26]([OH:28])=O)=[CH:22][CH:21]=1)[CH3:16].C(N(CC)C(C)C)(C)C.F[B-](F)(F)F.N1(OC(N(C)C)=[N+](C)C)C2C=CC=CC=2N=N1. The catalyst is C(Cl)Cl. The product is [CH2:15]([O:17][C@@H:18]([CH2:19][C:20]1[CH:21]=[CH:22][C:23]([O:24][CH2:25][C:26]([N:3]([CH2:1][CH3:2])[CH2:4][C:5]2[CH:6]=[CH:7][C:8]([C:11]([F:12])([F:13])[F:14])=[CH:9][CH:10]=2)=[O:28])=[CH:29][CH:30]=1)[C:31]([O:33][CH2:34][CH3:35])=[O:32])[CH3:16]. The yield is 0.700. (10) The reactants are [N+:1]([C:4]1[CH:5]=[C:6]2[C:10](=[CH:11][CH:12]=1)[NH:9][CH:8]=[CH:7]2)([O-:3])=[O:2].[CH3:13][N:14]1[CH:18]2[CH2:19][C:20]([CH2:22][CH:15]1[CH2:16][CH2:17]2)=O.OP(O)(O)=O. The catalyst is C(O)(=O)C. The product is [CH3:13][N:14]1[CH:15]2[CH2:16][CH2:17][CH:18]1[CH2:19][C:20]([C:7]1[C:6]3[C:10](=[CH:11][CH:12]=[C:4]([N+:1]([O-:3])=[O:2])[CH:5]=3)[NH:9][CH:8]=1)=[CH:22]2. The yield is 0.310.